The task is: Binary Classification. Given a drug SMILES string, predict its activity (active/inactive) in a high-throughput screening assay against a specified biological target.. This data is from Cav3 T-type calcium channel HTS with 100,875 compounds. (1) The molecule is S=c1[nH]c(=O)c(NCC(OCCCC)=O)n[nH]1. The result is 0 (inactive). (2) The compound is O=C(N1CCc2c(C1)cccc2)CCCn1c2c(oc1=O)cccc2. The result is 0 (inactive). (3) The result is 0 (inactive). The molecule is S(c1nc(cc(c1C#N)/C=C/c1ccccc1)C)CC=C.